This data is from Experimentally validated miRNA-target interactions with 360,000+ pairs, plus equal number of negative samples. The task is: Binary Classification. Given a miRNA mature sequence and a target amino acid sequence, predict their likelihood of interaction. (1) The miRNA is mmu-miR-99b-5p with sequence CACCCGUAGAACCGACCUUGCG. The protein sequence of the target gene is MGALLAFCLLVGLLRWGPAGAQQPGEYCHGWVDAQGNYHEGFQCPEDFDTQDATICCGSCALRYCCAAADARLEQGGCTNDRGELEHPGITAQPVYVPFLIVGSIFIAFIILGSLVAIYCCTCLRPKEPSQQPIRFSLRSYQTETLPMILTSTSLRAASRQSSTATSSSSTGGSVRRFSFARAEPSCLVPSSPPPYTTGHTIHLTQPSGFLVSPQYFAYPLQQEPPLPGKSCPDFSSS. Result: 0 (no interaction). (2) The miRNA is hsa-miR-6814-3p with sequence ACUCGCAUCCUUCCCUUGGCAG. The protein sequence of the target gene is MISAAQLLDELMGRDRNLAPDEKRSNVRWDHESVCKYYLCGFCPAELFTNTRSDLGPCEKIHDENLRKQYEKSSRFMKVGYERDFLRYLQSLLAEVERRIRRGHARLALSQNQQSSGAAGPTGKNEEKIQVLTDKIDVLLQQIEELGSEGKVEEAQGMMKLVEQLKEERELLRSTTSTIESFAAQEKQMEVCEVCGAFLIVGDAQSRVDDHLMGKQHMGYAKIKATVEELKEKLRKRTEEPDRDERLKKEKQEREEREKEREREREERERKRRREEEEREKERARDRERRKRSRSRSRHS.... Result: 0 (no interaction). (3) The miRNA is hsa-miR-3677-3p with sequence CUCGUGGGCUCUGGCCACGGCC. The protein sequence of the target gene is MGFLPKLLLLASFFPAGQASWGVSSPQDVQGVKGSCLLIPCIFSFPADVEVPDGITAIWYYDYSGQRQVVSHSADPKLVEARFRGRTEFMGNPEHRVCNLLLKDLQPEDSGSYNFRFEISEVNRWSDVKGTLVTVTEEPRVPTIASPVELLEGTEVDFNCSTPYVCLQEQVRLQWQGQDPARSVTFNSQKFEPTGVGHLETLHMAMSWQDHGRILRCQLSVANHRAQSEIHLQVKYAPKGVKILLSPSGRNILPGELVTLTCQVNSSYPAVSSIKWLKDGVRLQTKTGVLHLPQAAWSDA.... Result: 0 (no interaction). (4) The miRNA is mmu-miR-223-3p with sequence UGUCAGUUUGUCAAAUACCCCA. The protein sequence of the target gene is MGKRDRVDRDKKKSKKRQYEEEEEDEDDIPGNESQEAVPSAAGKQVDESSTKVDEYGAKDYRQQMPLKGDHTSRPLWVAPDGHIFLEAFSPVYKYAQDFLVAIAEPVCRPTHVHEYKLTAYSLYAAVSVGLQTSDITEYLRKLSKTGVPDGIIQFIKLCTVSYGKVKLVLKHNRYFVESSHPDVIQHLLQDPVIRECRLRNAEGEATELITETFTSKSAISKTAAEGSGGPSTSQGVDAQATSDIPKDLFDFYEQMDKDEEEEEETQTVSFEVKQEMIEELQKRCICLEYPLLAEYDFRN.... Result: 1 (interaction). (5) The miRNA is hsa-miR-3973 with sequence ACAAAGUACAGCAUUAGCCUUAG. The protein sequence of the target gene is MASQVLVYPPYVYQTQSSAFCSVKKLKVEPSSCVFQERNYPRTYVNGRNFGNSHPPTKGSAFQTKIPFNRPRGHNFSLQTSAVVLKNTAGATKVIAAQAQQAHVQAPQIGAWRNRLHFLEGPQRCGLKRKSEELDNHSSAMQIVDELSILPAMLQTNMGNPVTVVTATTGSKQNCTTGEGDYQLVQHEVLCSMKNTYEVLDFLGRGTFGQVVKCWKRGTNEIVAIKILKNHPSYARQGQIEVSILARLSTENADEYNFVRAYECFQHRNHTCLVFEMLEQNLYDFLKQNKFSPLPLKVIR.... Result: 1 (interaction).